From a dataset of Reaction yield outcomes from USPTO patents with 853,638 reactions. Predict the reaction yield, written as a fraction of the theoretical maximum amount of product (1.0 means a 100% yield; for example, 0.34 means a 34% yield). (1) The reactants are [C:1](OC(=O)C)(=[O:3])[CH3:2].[CH3:8][C:9]1[CH:14]=[CH:13][C:12]([N+:15]([O-:17])=[O:16])=[CH:11][C:10]=1[OH:18].[OH-].[Na+]. No catalyst specified. The product is [C:1]([O:18][C:10]1[CH:11]=[C:12]([N+:15]([O-:17])=[O:16])[CH:13]=[CH:14][C:9]=1[CH3:8])(=[O:3])[CH3:2]. The yield is 1.00. (2) The reactants are [CH3:1][CH:2]([CH3:16])[CH2:3][CH2:4][N:5]1[C:13](=[O:14])O[C:11](=[O:15])[C:10]2[N:6]1[CH:7]=[CH:8][CH:9]=2.C(OCC)(=O)[CH2:18][C:19]([O:21][CH2:22][CH3:23])=[O:20].[H-].[Na+]. The catalyst is CN(C)C(=O)C.CO. The product is [CH2:22]([O:21][C:19]([C:18]1[C:13](=[O:14])[N:5]([CH2:4][CH2:3][CH:2]([CH3:1])[CH3:16])[N:6]2[CH:7]=[CH:8][CH:9]=[C:10]2[C:11]=1[OH:15])=[O:20])[CH3:23]. The yield is 0.550. (3) The reactants are [CH3:1][Mg]Cl.CON(C)[C:7]([CH:9]1[CH2:14][CH2:13][N:12]([C:15]([O:17][C:18]([CH3:21])([CH3:20])[CH3:19])=[O:16])[CH2:11][CH:10]1[CH3:22])=[O:8]. The catalyst is C1COCC1. The product is [C:7]([CH:9]1[CH2:14][CH2:13][N:12]([C:15]([O:17][C:18]([CH3:19])([CH3:20])[CH3:21])=[O:16])[CH2:11][CH:10]1[CH3:22])(=[O:8])[CH3:1]. The yield is 0.843.